This data is from Forward reaction prediction with 1.9M reactions from USPTO patents (1976-2016). The task is: Predict the product of the given reaction. (1) Given the reactants N#N.[C:3]([O:7][C:8]([NH:10][CH:11]([CH2:15][C:16]1[CH:21]=[CH:20][C:19]([C:22]([F:25])([F:24])[CH3:23])=[CH:18][CH:17]=1)[C:12](O)=O)=[O:9])([CH3:6])([CH3:5])[CH3:4].C(N1CCOCC1)C.CN(C(O[N:42]1N=[N:49][C:44]2[CH:45]=[CH:46][CH:47]=[CH:48][C:43]1=2)=[N+](C)C)C.[B-](F)(F)(F)F.C1(N)C(N)=CC=CC=1, predict the reaction product. The product is: [NH:42]1[C:43]2[CH:48]=[CH:47][CH:46]=[CH:45][C:44]=2[N:49]=[C:12]1[CH:11]([NH:10][C:8](=[O:9])[O:7][C:3]([CH3:6])([CH3:5])[CH3:4])[CH2:15][C:16]1[CH:21]=[CH:20][C:19]([C:22]([F:25])([F:24])[CH3:23])=[CH:18][CH:17]=1. (2) Given the reactants [NH2:1][CH2:2][CH2:3][CH2:4][N:5]([CH2:19][CH2:20][CH2:21][NH2:22])[CH2:6][CH2:7][CH2:8][CH2:9][N:10]([CH2:15][CH2:16][CH2:17][NH2:18])[CH2:11][CH2:12][CH2:13][NH2:14].NCCCCN.C(#N)C=C.[OH-].[K+], predict the reaction product. The product is: [CH2:6]([N:5]([CH2:4][CH2:3][C:2]#[N:1])[CH2:19][CH2:20][C:21]#[N:22])[CH2:7][CH2:8][CH2:9][N:10]([CH2:11][CH2:12][C:13]#[N:14])[CH2:15][CH2:16][C:17]#[N:18].